From a dataset of Full USPTO retrosynthesis dataset with 1.9M reactions from patents (1976-2016). Predict the reactants needed to synthesize the given product. (1) Given the product [Cl:20][CH2:21][CH2:22][CH2:23][N:6]1[C:5]2[CH:11]=[CH:12][C:2]([F:1])=[C:3]([F:13])[C:4]=2[O:9][CH2:8][C:7]1=[O:10], predict the reactants needed to synthesize it. The reactants are: [F:1][C:2]1[CH:12]=[CH:11][C:5]2[NH:6][C:7](=[O:10])[CH2:8][O:9][C:4]=2[C:3]=1[F:13].C([O-])([O-])=O.[Cs+].[Cs+].[Cl:20][CH2:21][CH2:22][CH2:23]I. (2) Given the product [F:44][C:40]1[CH:41]=[CH:42][CH:43]=[C:2]([F:1])[C:3]=1[CH2:4][N:5]1[C:10]2=[N:11][N:12]([C:18]3[CH:23]=[CH:22][C:21]([NH:24][C:25]([NH:27][O:28][CH3:29])=[O:26])=[CH:20][CH:19]=3)[C:13]([CH2:14][N:15]([CH3:17])[CH3:16])=[C:9]2[C:8](=[O:30])[N:7]([C:31]2[N:32]=[N:33][C:34]([OH:37])=[CH:35][CH:36]=2)[C:6]1=[O:39], predict the reactants needed to synthesize it. The reactants are: [F:1][C:2]1[CH:43]=[CH:42][CH:41]=[C:40]([F:44])[C:3]=1[CH2:4][N:5]1[C:10]2=[N:11][N:12]([C:18]3[CH:23]=[CH:22][C:21]([NH:24][C:25]([NH:27][O:28][CH3:29])=[O:26])=[CH:20][CH:19]=3)[C:13]([CH2:14][N:15]([CH3:17])[CH3:16])=[C:9]2[C:8](=[O:30])[N:7]([C:31]2[N:32]=[N:33][C:34]([O:37]C)=[CH:35][CH:36]=2)[C:6]1=[O:39].Br.C(=O)(O)[O-].[Na+]. (3) Given the product [F:22][C:10]1[CH:9]=[C:8]([C:5]2[CH:6]=[N:7][C:2]3[N:3]([C:24]([C:27]4([C:30]5[CH:31]=[C:32]6[C:37](=[CH:38][CH:39]=5)[N:36]=[CH:35][CH:34]=[CH:33]6)[CH2:29][CH2:28]4)=[CH:25][N:1]=3)[CH:4]=2)[CH:21]=[CH:20][C:11]=1[C:12]([NH:14][CH:15]([CH3:19])[C:16]([OH:18])=[O:17])=[O:13], predict the reactants needed to synthesize it. The reactants are: [NH2:1][C:2]1[N:7]=[CH:6][C:5]([C:8]2[CH:21]=[CH:20][C:11]([C:12]([NH:14][CH:15]([CH3:19])[C:16]([OH:18])=[O:17])=[O:13])=[C:10]([F:22])[CH:9]=2)=[CH:4][N:3]=1.Cl[CH:24]([C:27]1([C:30]2[CH:31]=[C:32]3[C:37](=[CH:38][CH:39]=2)[N:36]=[CH:35][CH:34]=[CH:33]3)[CH2:29][CH2:28]1)[CH:25]=O. (4) Given the product [CH:1]1([CH2:4][CH:5]2[CH2:9][C:8](=[O:10])[CH:7]([C:11]3[C:16]([CH3:17])=[CH:15][C:14]([CH3:18])=[CH:13][C:12]=3[CH3:19])[C:6]2=[O:20])[CH2:2][CH2:3]1, predict the reactants needed to synthesize it. The reactants are: [CH:1]1([CH:4]=[C:5]2[CH2:9][C:8](=[O:10])[CH:7]([C:11]3[C:16]([CH3:17])=[CH:15][C:14]([CH3:18])=[CH:13][C:12]=3[CH3:19])[C:6]2=[O:20])[CH2:3][CH2:2]1. (5) Given the product [CH:31]([N:14]([CH2:13][C@H:11]1[C@H:10]([NH:34][CH2:36][C:37](=[O:38])[N:39]2[CH2:44][CH2:43][CH2:42][CH2:41][CH2:40]2)[CH2:9][NH:8][CH2:12]1)[C:15](=[O:30])[C:16]1[CH:21]=[CH:20][C:19]([O:22][CH3:23])=[C:18]([O:24][CH2:25][CH2:26][CH2:27][O:28][CH3:29])[CH:17]=1)([CH3:33])[CH3:32], predict the reactants needed to synthesize it. The reactants are: C(OC([N:8]1[CH2:12][C@@H:11]([CH2:13][N:14]([CH:31]([CH3:33])[CH3:32])[C:15](=[O:30])[C:16]2[CH:21]=[CH:20][C:19]([O:22][CH3:23])=[C:18]([O:24][CH2:25][CH2:26][CH2:27][O:28][CH3:29])[CH:17]=2)[C@H:10]([NH2:34])[CH2:9]1)=O)(C)(C)C.Cl[CH2:36][C:37]([N:39]1[CH2:44][CH2:43][CH2:42][CH2:41][CH2:40]1)=[O:38].[Cl-].CC#N.O.